Dataset: Reaction yield outcomes from USPTO patents with 853,638 reactions. Task: Predict the reaction yield, written as a fraction of the theoretical maximum amount of product (1.0 means a 100% yield; for example, 0.34 means a 34% yield). (1) The reactants are Br[C:2]1[N:7]=[C:6]([O:8][CH3:9])[C:5]([NH2:10])=[CH:4][CH:3]=1.[CH3:11][PH:12](=[O:14])[CH3:13].CC1(C)C2C(=C(P(C3C=CC=CC=3)C3C=CC=CC=3)C=CC=2)OC2C(P(C3C=CC=CC=3)C3C=CC=CC=3)=CC=CC1=2.P([O-])([O-])([O-])=O.[K+].[K+].[K+]. The catalyst is CN(C=O)C.C([O-])(=O)C.[Pd+2].C([O-])(=O)C. The product is [CH3:11][P:12]([C:2]1[N:7]=[C:6]([O:8][CH3:9])[C:5]([NH2:10])=[CH:4][CH:3]=1)([CH3:13])=[O:14]. The yield is 0.390. (2) The reactants are [C:1]([C:5]1[CH:9]=[C:8]([NH:10][C:11]2[CH:19]=[CH:18][C:17]([O:20][CH3:21])=[CH:16][C:12]=2[C:13](O)=[O:14])[N:7]([C:22]2[CH:27]=[CH:26][CH:25]=[CH:24][C:23]=2[CH3:28])[N:6]=1)([CH3:4])([CH3:3])[CH3:2].[Cl-].[NH4+].Cl.C[N:33](C)CCCN=C=NCC.C1C=C2N=NN(O)C2=CC=1.O.C(N(CC)CC)C. The catalyst is CN(C=O)C. The product is [C:1]([C:5]1[CH:9]=[C:8]([NH:10][C:11]2[CH:19]=[CH:18][C:17]([O:20][CH3:21])=[CH:16][C:12]=2[C:13]([NH2:33])=[O:14])[N:7]([C:22]2[CH:27]=[CH:26][CH:25]=[CH:24][C:23]=2[CH3:28])[N:6]=1)([CH3:2])([CH3:3])[CH3:4]. The yield is 0.490. (3) The reactants are Br[CH:2]1[CH2:10][C:9]2[C:4](=[CH:5][C:6]([O:13][CH3:14])=[C:7]([O:11][CH3:12])[CH:8]=2)[C:3]1=[O:15].P(OCC)(OCC)OCC.[CH2:26]([N:33]1[CH2:38][CH2:37][CH:36]([CH:39]=O)[CH2:35][CH2:34]1)[C:27]1[CH:32]=[CH:31][CH:30]=[CH:29][CH:28]=1.C([N-]C(C)C)(C)C.[Li+]. The catalyst is [Pd].O1CCCC1. The product is [CH3:12][O:11][C:7]1[CH:8]=[C:9]2[CH2:10][CH:2]([CH2:39][CH:36]3[CH2:35][CH2:34][N:33]([CH2:26][C:27]4[CH:28]=[CH:29][CH:30]=[CH:31][CH:32]=4)[CH2:38][CH2:37]3)[C:3](=[O:15])[C:4]2=[CH:5][C:6]=1[O:13][CH3:14]. The yield is 0.508. (4) The reactants are [S-:1][C:2]#[N:3].[K+].[CH3:5][C:6]([CH3:11])=[CH:7][C:8](Cl)=[O:9]. The catalyst is ClCCl.COCCOCCOCCOCCOCCOCCO. The product is [CH3:5][C:6]([CH3:11])=[CH:7][C:8]([N:3]=[C:2]=[S:1])=[O:9]. The yield is 0.702. (5) The reactants are C(O[C:4](=[O:22])[C:5](=[CH:11][NH:12][C:13]1[CH:18]=[C:17]([O:19][CH3:20])[CH:16]=[CH:15][C:14]=1[Br:21])[C:6]([O:8][CH2:9][CH3:10])=[O:7])C.C(=O)(O)[O-].[Na+]. The catalyst is C(O)C. The product is [CH2:9]([O:8][C:6]([C:5]1[C:4](=[O:22])[C:18]2[C:13](=[C:14]([Br:21])[CH:15]=[CH:16][C:17]=2[O:19][CH3:20])[NH:12][CH:11]=1)=[O:7])[CH3:10]. The yield is 0.300. (6) The reactants are C1(P(=O)(C2C=CC=CC=2)C2C=CC=CC=2)C=CC=CC=1.FC(F)(F)S(OS(C(F)(F)F)(=O)=O)(=O)=O.C([S:43][CH:44]([CH2:69][N:70]1[CH2:75][CH2:74][O:73][CH2:72][CH2:71]1)[CH2:45][NH:46][C:47]([C:49]1[NH:50][C:51]2[C:56]([CH:57]=1)=[CH:55][CH:54]=[CH:53][C:52]=2[N:58]([CH3:68])[S:59]([C:62]1[CH:63]=[N:64][CH:65]=[CH:66][CH:67]=1)(=[O:61])=[O:60])=O)C1C=CC=CC=1.CSC. The catalyst is C(#N)C.ClCCl.C(OCC)(=O)C.[Cl-].[Na+].O. The product is [CH3:68][N:58]([C:52]1[CH:53]=[CH:54][CH:55]=[C:56]2[C:51]=1[NH:50][C:49]([C:47]1[S:43][CH:44]([CH2:69][N:70]3[CH2:71][CH2:72][O:73][CH2:74][CH2:75]3)[CH2:45][N:46]=1)=[CH:57]2)[S:59]([C:62]1[CH:63]=[N:64][CH:65]=[CH:66][CH:67]=1)(=[O:60])=[O:61]. The yield is 0.110. (7) The reactants are [NH2:1][C:2]1[CH:7]=[C:6]([Cl:8])[CH:5]=[CH:4][C:3]=1[SH:9].Cl[CH2:11][C:12]1[CH:16]=[C:15]([N+:17]([O-:19])=[O:18])[NH:14][N:13]=1.C([O-])([O-])=O.[K+].[K+]. The catalyst is CN(C=O)C. The product is [Cl:8][C:6]1[CH:5]=[CH:4][C:3]([S:9][CH2:11][C:12]2[CH:16]=[C:15]([N+:17]([O-:19])=[O:18])[NH:14][N:13]=2)=[C:2]([CH:7]=1)[NH2:1]. The yield is 0.490.